This data is from Peptide-MHC class I binding affinity with 185,985 pairs from IEDB/IMGT. The task is: Regression. Given a peptide amino acid sequence and an MHC pseudo amino acid sequence, predict their binding affinity value. This is MHC class I binding data. (1) The peptide sequence is EVCQATSQY. The MHC is HLA-A66:01 with pseudo-sequence HLA-A66:01. The binding affinity (normalized) is 0.536. (2) The binding affinity (normalized) is 0.898. The MHC is HLA-A30:01 with pseudo-sequence HLA-A30:01. The peptide sequence is IQFMHEQGY. (3) The peptide sequence is FVAAFDHFY. The MHC is HLA-A01:01 with pseudo-sequence HLA-A01:01. The binding affinity (normalized) is 0.738. (4) The peptide sequence is ISDSAQNMM. The MHC is HLA-A30:01 with pseudo-sequence HLA-A30:01. The binding affinity (normalized) is 0.0847. (5) The peptide sequence is YMIKLAKEV. The MHC is HLA-B35:01 with pseudo-sequence HLA-B35:01. The binding affinity (normalized) is 0.0847. (6) The peptide sequence is RVYAELAAL. The MHC is HLA-A69:01 with pseudo-sequence HLA-A69:01. The binding affinity (normalized) is 0.346. (7) The peptide sequence is RVLYDEFVT. The MHC is HLA-A02:03 with pseudo-sequence HLA-A02:03. The binding affinity (normalized) is 0.330. (8) The peptide sequence is FYSQESPQSY. The MHC is HLA-A29:02 with pseudo-sequence HLA-A29:02. The binding affinity (normalized) is 0.947. (9) The peptide sequence is EVKTCTWPKS. The MHC is HLA-A32:01 with pseudo-sequence HLA-A32:01. The binding affinity (normalized) is 0.00284.